This data is from Forward reaction prediction with 1.9M reactions from USPTO patents (1976-2016). The task is: Predict the product of the given reaction. (1) Given the reactants [CH3:1][O:2][C:3]1[CH:8]=[CH:7][C:6]([O:9][CH3:10])=[CH:5][C:4]=1[S:11]([NH:14][C:15]1[CH:16]=[N:17][C:18]2[C:23]([CH:24]=1)=[CH:22][C:21]([C:25]([OH:27])=O)=[CH:20][CH:19]=2)(=[O:13])=[O:12].[CH:28]1([NH-:31])[CH2:30][CH2:29]1.CCN(CC)CC.CN(C(ON1N=NC2C=CC=NC1=2)=[N+](C)C)C.F[P-](F)(F)(F)(F)F, predict the reaction product. The product is: [CH:28]1([NH:31][C:25]([C:21]2[CH:22]=[C:23]3[C:18](=[CH:19][CH:20]=2)[N:17]=[CH:16][C:15]([NH:14][S:11]([C:4]2[CH:5]=[C:6]([O:9][CH3:10])[CH:7]=[CH:8][C:3]=2[O:2][CH3:1])(=[O:12])=[O:13])=[CH:24]3)=[O:27])[CH2:30][CH2:29]1. (2) Given the reactants O[C@@H:2]1[C:11]2[C:6](=[CH:7][C:8]([C:12]#[N:13])=[CH:9][CH:10]=2)[O:5][CH2:4][CH2:3]1.C1C=CC(P([N:28]=[N+:29]=[N-:30])(C2C=CC=CC=2)=O)=CC=1.N12CCCN=C1CCCCC2.O, predict the reaction product. The product is: [N:28]([C@H:2]1[C:11]2[C:6](=[CH:7][C:8]([C:12]#[N:13])=[CH:9][CH:10]=2)[O:5][CH2:4][CH2:3]1)=[N+:29]=[N-:30]. (3) Given the reactants [F:1][CH:2]([F:40])[C:3]1[N:7]([C:8]2[N:13]=[C:12]([N:14]3[CH2:19][CH2:18][O:17][CH2:16][CH2:15]3)[N:11]=[C:10]([C:20]3[CH:25]=[CH:24][C:23]([NH:26]C(=O)OC(C)(C)C)=[CH:22][CH:21]=3)[N:9]=2)[C:6]2[CH:34]=[CH:35][CH:36]=[C:37]([O:38][CH3:39])[C:5]=2[N:4]=1.C(O)(C(F)(F)F)=O.N, predict the reaction product. The product is: [F:40][CH:2]([F:1])[C:3]1[N:7]([C:8]2[N:13]=[C:12]([N:14]3[CH2:19][CH2:18][O:17][CH2:16][CH2:15]3)[N:11]=[C:10]([C:20]3[CH:21]=[CH:22][C:23]([NH2:26])=[CH:24][CH:25]=3)[N:9]=2)[C:6]2[CH:34]=[CH:35][CH:36]=[C:37]([O:38][CH3:39])[C:5]=2[N:4]=1. (4) Given the reactants [C:1]([O:5][C:6](=[O:29])[CH2:7][N:8]1[C:12]2[CH:13]=[CH:14][C:15]([F:17])=[CH:16][C:11]=2[N:10]=[C:9]1[S:18][CH2:19][C:20]1[CH:25]=[CH:24][CH:23]=[C:22]([C:26](O)=[O:27])[CH:21]=1)([CH3:4])([CH3:3])[CH3:2].CCN(CC)CC.C1C=CC2N(O)N=NC=2C=1.Cl.CN(C)CCCN=C=NCC.[NH:59]1[C:67]2[C:62](=[CH:63][CH:64]=[CH:65][CH:66]=2)[CH2:61][CH2:60]1.CN([CH:71]=[O:72])C, predict the reaction product. The product is: [N:59]1([C:26]([C:22]2[CH:23]=[CH:24][C:25]([O:72][CH3:71])=[C:20]([CH:21]=2)[CH2:19][S:18][C:9]2[N:8]([CH2:7][C:6]([O:5][C:1]([CH3:3])([CH3:4])[CH3:2])=[O:29])[C:12]3[CH:13]=[CH:14][C:15]([F:17])=[CH:16][C:11]=3[N:10]=2)=[O:27])[C:67]2[C:62](=[CH:63][CH:64]=[CH:65][CH:66]=2)[CH2:61][CH2:60]1. (5) Given the reactants [F:1][C:2]1[CH:7]=[C:6]([F:8])[CH:5]=[CH:4][C:3]=1[C:9]1[N:10]=[C:11]2[CH2:17][CH2:16][CH2:15][N:12]2[C:13]=1I.C([Mg]Cl)(C)C.I[C:24]1[CH:25]=[CH:26][C:27]2[N:28]([C:30]([CH:33]([CH3:35])[CH3:34])=[N:31][N:32]=2)[N:29]=1.CN(C=O)C, predict the reaction product. The product is: [F:1][C:2]1[CH:7]=[C:6]([F:8])[CH:5]=[CH:4][C:3]=1[C:9]1[N:10]=[C:11]2[CH2:17][CH2:16][CH2:15][N:12]2[C:13]=1[C:24]1[CH:25]=[CH:26][C:27]2[N:28]([C:30]([CH:33]([CH3:35])[CH3:34])=[N:31][N:32]=2)[N:29]=1. (6) The product is: [Cl:16][C:17]1[CH:25]=[C:24]([Cl:26])[C:23]([N+:27]([O-:29])=[O:28])=[CH:22][C:18]=1[C:19]([OH:21])=[O:20]. Given the reactants ClC1C([N+]([O-])=O)=C(Cl)C=CC=1C([O-])=O.[Na+].[Cl:16][C:17]1[CH:25]=[C:24]([Cl:26])[C:23]([N+:27]([O-:29])=[O:28])=[CH:22][C:18]=1[C:19]([O-:21])=[O:20].[Na+].Cl, predict the reaction product. (7) Given the reactants C(OC(=O)[NH:10][C:11]([CH3:32])([CH3:31])[C:12](=[O:30])[N:13]1[CH2:25][C:24]2[NH:23][C:22]3[CH:21]=[CH:20][CH:19]=[C:18]4[C:26](=[O:29])[NH:27][N:28]=[C:15]([C:16]=2[C:17]=34)[CH2:14]1)C1C=CC=CC=1.C1NCC2NC3C=CC=C4C(=O)NN=C1C=2C=34, predict the reaction product. The product is: [NH2:10][C:11]([CH3:32])([CH3:31])[C:12]([N:13]1[CH2:25][C:24]2[NH:23][C:22]3[CH:21]=[CH:20][CH:19]=[C:18]4[C:26](=[O:29])[NH:27][N:28]=[C:15]([C:16]=2[C:17]=34)[CH2:14]1)=[O:30]. (8) Given the reactants Cl[C:2]1[CH:3]=[C:4]2[N:11]([CH3:12])[CH:10]([CH3:13])[CH2:9][N:5]2[C:6](=[O:8])[N:7]=1.[OH:14][CH2:15][C:16]1[CH:17]=[C:18]([CH:21]=[CH:22][CH:23]=1)[C:19]#[N:20], predict the reaction product. The product is: [CH3:12][N:11]1[C:4]2[N:5]([C:6](=[O:8])[N:7]=[C:2]([O:14][CH2:15][C:16]3[CH:17]=[C:18]([CH:21]=[CH:22][CH:23]=3)[C:19]#[N:20])[CH:3]=2)[CH2:9][CH:10]1[CH3:13]. (9) Given the reactants [CH2:1]([O:4][C:5](=[O:35])[C@H:6]([CH2:15][C:16]1[CH:21]=[CH:20][C:19]([O:22][C:23](OC2C=CC([N+]([O-])=O)=CC=2)=[O:24])=[CH:18][CH:17]=1)[NH:7][C:8]([O:10][C:11]([CH3:14])([CH3:13])[CH3:12])=[O:9])[CH:2]=[CH2:3].[NH2:36][C@@H:37]([CH2:41][CH2:42][NH:43][C:44]([O:46][C:47]([CH3:50])([CH3:49])[CH3:48])=[O:45])[C:38]([OH:40])=[O:39], predict the reaction product. The product is: [CH2:1]([O:4][C:5](=[O:35])[C@@H:6]([NH:7][C:8]([O:10][C:11]([CH3:14])([CH3:13])[CH3:12])=[O:9])[CH2:15][C:16]1[CH:21]=[CH:20][C:19]([O:22][C:23]([NH:36][C@@H:37]([CH2:41][CH2:42][NH:43][C:44]([O:46][C:47]([CH3:50])([CH3:49])[CH3:48])=[O:45])[C:38]([OH:40])=[O:39])=[O:24])=[CH:18][CH:17]=1)[CH:2]=[CH2:3].